The task is: Predict which catalyst facilitates the given reaction.. This data is from Catalyst prediction with 721,799 reactions and 888 catalyst types from USPTO. Reactant: [CH3:1][O:2][C:3]1[CH:10]=[C:9]([O:11][CH3:12])[CH:8]=[CH:7][C:4]=1[CH:5]=O.[ClH:13].[NH2:14][C:15]1[S:16][C:17](Cl)=[CH:18][N:19]=1.CCN(CC)CC.N1CCCCC1.[BH4-].[Na+]. Product: [Cl:13][C:18]1[N:19]=[C:15]([NH:14][CH2:5][C:4]2[CH:7]=[CH:8][C:9]([O:11][CH3:12])=[CH:10][C:3]=2[O:2][CH3:1])[S:16][CH:17]=1. The catalyst class is: 2.